This data is from NCI-60 drug combinations with 297,098 pairs across 59 cell lines. The task is: Regression. Given two drug SMILES strings and cell line genomic features, predict the synergy score measuring deviation from expected non-interaction effect. (1) Drug 1: C1CC(=O)NC(=O)C1N2C(=O)C3=CC=CC=C3C2=O. Drug 2: CC1C(C(CC(O1)OC2CC(CC3=C2C(=C4C(=C3O)C(=O)C5=C(C4=O)C(=CC=C5)OC)O)(C(=O)CO)O)N)O.Cl. Cell line: SR. Synergy scores: CSS=44.8, Synergy_ZIP=1.34, Synergy_Bliss=1.43, Synergy_Loewe=-20.8, Synergy_HSA=2.38. (2) Drug 1: CC1=C2C(C(=O)C3(C(CC4C(C3C(C(C2(C)C)(CC1OC(=O)C(C(C5=CC=CC=C5)NC(=O)OC(C)(C)C)O)O)OC(=O)C6=CC=CC=C6)(CO4)OC(=O)C)OC)C)OC. Drug 2: CCC1=C2CN3C(=CC4=C(C3=O)COC(=O)C4(CC)O)C2=NC5=C1C=C(C=C5)O. Cell line: MDA-MB-435. Synergy scores: CSS=37.8, Synergy_ZIP=-5.13, Synergy_Bliss=-10.3, Synergy_Loewe=-17.5, Synergy_HSA=-10.0. (3) Drug 1: CCCS(=O)(=O)NC1=C(C(=C(C=C1)F)C(=O)C2=CNC3=C2C=C(C=N3)C4=CC=C(C=C4)Cl)F. Drug 2: CS(=O)(=O)CCNCC1=CC=C(O1)C2=CC3=C(C=C2)N=CN=C3NC4=CC(=C(C=C4)OCC5=CC(=CC=C5)F)Cl. Cell line: SK-MEL-28. Synergy scores: CSS=44.0, Synergy_ZIP=8.78, Synergy_Bliss=8.81, Synergy_Loewe=-10.1, Synergy_HSA=6.61. (4) Drug 1: C1CC(CNC1)C2=CC=C(C=C2)N3C=C4C=CC=C(C4=N3)C(=O)N. Drug 2: CC1CC(C(C(C=C(C(C(C=CC=C(C(=O)NC2=CC(=O)C(=C(C1)C2=O)OC)C)OC)OC(=O)N)C)C)O)OC. Cell line: OVCAR3. Synergy scores: CSS=52.9, Synergy_ZIP=11.3, Synergy_Bliss=12.2, Synergy_Loewe=3.96, Synergy_HSA=10.5. (5) Drug 1: CS(=O)(=O)OCCCCOS(=O)(=O)C. Drug 2: C1CNP(=O)(OC1)N(CCCl)CCCl. Cell line: SR. Synergy scores: CSS=68.6, Synergy_ZIP=-0.946, Synergy_Bliss=-2.10, Synergy_Loewe=-26.0, Synergy_HSA=-1.56. (6) Synergy scores: CSS=22.5, Synergy_ZIP=-1.86, Synergy_Bliss=-3.30, Synergy_Loewe=-31.4, Synergy_HSA=-1.77. Drug 2: B(C(CC(C)C)NC(=O)C(CC1=CC=CC=C1)NC(=O)C2=NC=CN=C2)(O)O. Drug 1: CC1=C(C=C(C=C1)C(=O)NC2=CC(=CC(=C2)C(F)(F)F)N3C=C(N=C3)C)NC4=NC=CC(=N4)C5=CN=CC=C5. Cell line: CCRF-CEM. (7) Synergy scores: CSS=-1.32, Synergy_ZIP=1.92, Synergy_Bliss=0.834, Synergy_Loewe=-2.87, Synergy_HSA=-2.54. Drug 2: CN(C(=O)NC(C=O)C(C(C(CO)O)O)O)N=O. Cell line: KM12. Drug 1: CCCS(=O)(=O)NC1=C(C(=C(C=C1)F)C(=O)C2=CNC3=C2C=C(C=N3)C4=CC=C(C=C4)Cl)F.